Dataset: Drug-target binding data from BindingDB using IC50 measurements. Task: Regression. Given a target protein amino acid sequence and a drug SMILES string, predict the binding affinity score between them. We predict pIC50 (pIC50 = -log10(IC50 in M); higher means more potent). Dataset: bindingdb_ic50. (1) The compound is Cc1nc2c(c(C)c1O)COC(=O)N2. The target protein (P02144) has sequence MGLSDGEWQLVLNVWGKVEADIPGHGQEVLIRLFKGHPETLEKFDKFKHLKSEDEMKASEDLKKHGATVLTALGGILKKKGHHEAEIKPLAQSHATKHKIPVKYLEFISECIIQVLQSKHPGDFGADAQGAMNKALELFRKDMASNYKELGFQG. The pIC50 is 5.3. (2) The drug is O=C(NO)[C@H](CNS(=O)(=O)c1ccc(OCc2cc(Cl)cc(Cl)c2)cc1)N1CCCCC1. The target protein (Q9BZ11) has sequence MGWRPRRARGTPLLLLLLLLLLWPVPGAGVLQGHIPGQPVTPHWVLDGQPWRTVSLEEPVSKPDMGLVALEAEGQELLLELEKNHRLLAPGYIETHYGPDGQPVVLAPNHTDHCHYQGRVRGFPDSWVVLCTCSGMSGLITLSRNASYYLRPWPPRGSKDFSTHEIFRMEQLLTWKGTCGHRDPGNKAGMTSLPGGPQSRGRREARRTRKYLELYIVADHTLFLTRHRNLNHTKQRLLEVANYVDQLLRTLDIQVALTGLEVWTERDRSRVTQDANATLWAFLQWRRGLWAQRPHDSAQLLTGRAFQGATVGLAPVEGMCRAESSGGVSTDHSELPIGAAATMAHEIGHSLGLSHDPDGCCVEAAAESGGCVMAAATGHPFPRVFSACSRRQLRAFFRKGGGACLSNAPDPGLPVPPALCGNGFVEAGEECDCGPGQECRDLCCFAHNCSLRPGAQCAHGDCCVRCLLKPAGALCRQAMGDCDLPEFCTGTSSHCPPDVY.... The pIC50 is 6.3.